Task: Regression. Given a peptide amino acid sequence and an MHC pseudo amino acid sequence, predict their binding affinity value. This is MHC class I binding data.. Dataset: Peptide-MHC class I binding affinity with 185,985 pairs from IEDB/IMGT (1) The peptide sequence is EECDSELEI. The MHC is HLA-B58:01 with pseudo-sequence HLA-B58:01. The binding affinity (normalized) is 0.213. (2) The peptide sequence is RTPEEINREAV. The MHC is Mamu-A01 with pseudo-sequence Mamu-A01. The binding affinity (normalized) is 0.463. (3) The binding affinity (normalized) is 0.123. The peptide sequence is FTLVATVSI. The MHC is HLA-A33:01 with pseudo-sequence HLA-A33:01. (4) The peptide sequence is WLAGFEPSE. The MHC is HLA-B15:01 with pseudo-sequence HLA-B15:01. The binding affinity (normalized) is 0.0847. (5) The peptide sequence is VASILATL. The MHC is H-2-Kb with pseudo-sequence H-2-Kb. The binding affinity (normalized) is 0.371. (6) The MHC is HLA-A02:02 with pseudo-sequence HLA-A02:02. The peptide sequence is GITRPTTLV. The binding affinity (normalized) is 0.120. (7) The binding affinity (normalized) is 1.00. The peptide sequence is YLIPAVTSL. The MHC is HLA-C03:03 with pseudo-sequence HLA-C03:03. (8) The peptide sequence is LVESGGGL. The MHC is HLA-A68:02 with pseudo-sequence HLA-A68:02. The binding affinity (normalized) is 0. (9) The peptide sequence is TTIGEWAFW. The MHC is HLA-A02:11 with pseudo-sequence HLA-A02:11. The binding affinity (normalized) is 0.0847.